Dataset: NCI-60 drug combinations with 297,098 pairs across 59 cell lines. Task: Regression. Given two drug SMILES strings and cell line genomic features, predict the synergy score measuring deviation from expected non-interaction effect. Drug 1: CCN(CC)CCNC(=O)C1=C(NC(=C1C)C=C2C3=C(C=CC(=C3)F)NC2=O)C. Drug 2: C1=CC=C(C(=C1)C(C2=CC=C(C=C2)Cl)C(Cl)Cl)Cl. Cell line: MDA-MB-435. Synergy scores: CSS=12.0, Synergy_ZIP=-2.74, Synergy_Bliss=-2.33, Synergy_Loewe=-9.53, Synergy_HSA=-1.75.